This data is from Forward reaction prediction with 1.9M reactions from USPTO patents (1976-2016). The task is: Predict the product of the given reaction. (1) The product is: [Si:1]([O:8][C:9]1[CH:10]=[CH:11][CH:12]=[C:13]2[C:18]=1[N:17]=[C:16]([C:19]1[N:23]3[CH:24]=[CH:25][C:26]([I:28])=[CH:27][C:22]3=[N:21][N:20]=1)[CH:15]=[CH:14]2)([C:4]([CH3:7])([CH3:5])[CH3:6])([CH3:3])[CH3:2]. Given the reactants [Si:1]([O:8][C:9]1[CH:10]=[CH:11][CH:12]=[C:13]2[C:18]=1[N:17]=[C:16](/[CH:19]=[N:20]/[N:21]=[C:22]1\[NH:23][CH:24]=[CH:25][C:26]([I:28])=[CH:27]\1)[CH:15]=[CH:14]2)([C:4]([CH3:7])([CH3:6])[CH3:5])([CH3:3])[CH3:2].C(O)(=O)C.C(O)(=O)C.IC1C=CC=CC=1, predict the reaction product. (2) Given the reactants [NH2:1][C:2]1[C:11]2[C:6](=[CH:7][C:8]([CH2:12][NH2:13])=[CH:9][CH:10]=2)[CH:5]=[CH:4][N:3]=1.[C:14]([N:21]1[CH2:28][CH2:27][CH2:26][C@H:22]1[C:23](O)=[O:24])([O:16][C:17]([CH3:20])([CH3:19])[CH3:18])=[O:15].CN(C(ON1N=NC2C=CC=CC1=2)=[N+](C)C)C.[B-](F)(F)(F)F.CN1CCOCC1, predict the reaction product. The product is: [NH2:1][C:2]1[C:11]2[C:6](=[CH:7][C:8]([CH2:12][NH:13][C:23](=[O:24])[C@@H:22]3[CH2:26][CH2:27][CH2:28][N:21]3[C:14]([O:16][C:17]([CH3:19])([CH3:18])[CH3:20])=[O:15])=[CH:9][CH:10]=2)[CH:5]=[CH:4][N:3]=1. (3) Given the reactants [Cl:1][C:2]1[CH:3]=[C:4]([S:8]([N:11]2[C:15]([C:16]3[CH:21]=[CH:20][CH:19]=[CH:18][CH:17]=3)=[CH:14][C:13]([CH2:22][OH:23])=[C:12]2[CH3:24])(=[O:10])=[O:9])[CH:5]=[CH:6][CH:7]=1.C[N+]1([O-])CCOCC1, predict the reaction product. The product is: [Cl:1][C:2]1[CH:3]=[C:4]([S:8]([N:11]2[C:15]([C:16]3[CH:21]=[CH:20][CH:19]=[CH:18][CH:17]=3)=[CH:14][C:13]([CH:22]=[O:23])=[C:12]2[CH3:24])(=[O:9])=[O:10])[CH:5]=[CH:6][CH:7]=1. (4) Given the reactants [C:1]1(=[O:16])[N:5]([CH2:6][CH2:7]C(O)=O)[C:4](=[O:11])[C:3]2=[CH:12][CH:13]=[CH:14][CH:15]=[C:2]12.C1C=CC(P(N=[N+]=[N-])(C2C=CC=CC=2)=O)=CC=1.[N-:34]=[C:35]=[O:36].[NH2:37][C:38]1[CH:43]=[CH:42][CH:41]=[CH:40][C:39]=1[OH:44], predict the reaction product. The product is: [OH:44][C:39]1[CH:40]=[CH:41][CH:42]=[CH:43][C:38]=1[NH:37][C:35]([NH:34][CH2:7][CH2:6][N:5]1[C:1](=[O:16])[C:2]2=[CH:15][CH:14]=[CH:13][CH:12]=[C:3]2[C:4]1=[O:11])=[O:36]. (5) Given the reactants I[C:2]1[N:6]([CH:7]2[C:16]3[C:11](=[CH:12][CH:13]=[CH:14][CH:15]=3)[C:10](=[O:17])[O:9][C:8]2([CH3:19])[CH3:18])[CH:5]=[N:4][CH:3]=1.O1C=CC=C1P(C1O[CH:33]=[CH:34][CH:35]=1)C1OC=CC=1.C([Sn](CCCC)(CCCC)C1CC1)CCC, predict the reaction product. The product is: [CH:34]1([C:2]2[N:6]([CH:7]3[C:16]4[C:11](=[CH:12][CH:13]=[CH:14][CH:15]=4)[C:10](=[O:17])[O:9][C:8]3([CH3:19])[CH3:18])[CH:5]=[N:4][CH:3]=2)[CH2:35][CH2:33]1.